This data is from Catalyst prediction with 721,799 reactions and 888 catalyst types from USPTO. The task is: Predict which catalyst facilitates the given reaction. Reactant: [CH3:1][C:2]([CH3:13])([C:7](=O)[C:8]([O:10]C)=O)[C:3]([O:5][CH3:6])=[O:4].[CH3:14][C:15]1[N:20]=[C:19]2[N:21]([CH2:28][O:29][CH2:30][CH2:31][Si:32]([CH3:35])([CH3:34])[CH3:33])[N:22]=[C:23]([C:24](=[NH:27])[NH:25][NH2:26])[C:18]2=[CH:17][CH:16]=1. Product: [OH:10][C:8]1[N:27]=[C:24]([C:23]2[C:18]3[C:19](=[N:20][C:15]([CH3:14])=[CH:16][CH:17]=3)[N:21]([CH2:28][O:29][CH2:30][CH2:31][Si:32]([CH3:33])([CH3:35])[CH3:34])[N:22]=2)[N:25]=[N:26][C:7]=1[C:2]([CH3:1])([CH3:13])[C:3]([O:5][CH3:6])=[O:4]. The catalyst class is: 8.